The task is: Regression. Given two drug SMILES strings and cell line genomic features, predict the synergy score measuring deviation from expected non-interaction effect.. This data is from NCI-60 drug combinations with 297,098 pairs across 59 cell lines. (1) Drug 1: CC1=C(C=C(C=C1)C(=O)NC2=CC(=CC(=C2)C(F)(F)F)N3C=C(N=C3)C)NC4=NC=CC(=N4)C5=CN=CC=C5. Drug 2: CC1C(C(CC(O1)OC2CC(CC3=C2C(=C4C(=C3O)C(=O)C5=CC=CC=C5C4=O)O)(C(=O)C)O)N)O. Cell line: NCI-H322M. Synergy scores: CSS=39.2, Synergy_ZIP=0.178, Synergy_Bliss=-1.06, Synergy_Loewe=-26.8, Synergy_HSA=-1.89. (2) Drug 1: C1=CC(=CC=C1CCCC(=O)O)N(CCCl)CCCl. Drug 2: CCC(=C(C1=CC=CC=C1)C2=CC=C(C=C2)OCCN(C)C)C3=CC=CC=C3.C(C(=O)O)C(CC(=O)O)(C(=O)O)O. Cell line: OVCAR-4. Synergy scores: CSS=-6.73, Synergy_ZIP=0.246, Synergy_Bliss=-5.78, Synergy_Loewe=-7.84, Synergy_HSA=-6.68.